From a dataset of NCI-60 drug combinations with 297,098 pairs across 59 cell lines. Regression. Given two drug SMILES strings and cell line genomic features, predict the synergy score measuring deviation from expected non-interaction effect. (1) Drug 2: CC1CCC2CC(C(=CC=CC=CC(CC(C(=O)C(C(C(=CC(C(=O)CC(OC(=O)C3CCCCN3C(=O)C(=O)C1(O2)O)C(C)CC4CCC(C(C4)OC)O)C)C)O)OC)C)C)C)OC. Drug 1: CCC1(CC2CC(C3=C(CCN(C2)C1)C4=CC=CC=C4N3)(C5=C(C=C6C(=C5)C78CCN9C7C(C=CC9)(C(C(C8N6C=O)(C(=O)OC)O)OC(=O)C)CC)OC)C(=O)OC)O.OS(=O)(=O)O. Synergy scores: CSS=0.718, Synergy_ZIP=-1.76, Synergy_Bliss=-1.99, Synergy_Loewe=-5.97, Synergy_HSA=-4.51. Cell line: IGROV1. (2) Drug 1: CC(C1=C(C=CC(=C1Cl)F)Cl)OC2=C(N=CC(=C2)C3=CN(N=C3)C4CCNCC4)N. Drug 2: CC1C(C(=O)NC(C(=O)N2CCCC2C(=O)N(CC(=O)N(C(C(=O)O1)C(C)C)C)C)C(C)C)NC(=O)C3=C4C(=C(C=C3)C)OC5=C(C(=O)C(=C(C5=N4)C(=O)NC6C(OC(=O)C(N(C(=O)CN(C(=O)C7CCCN7C(=O)C(NC6=O)C(C)C)C)C)C(C)C)C)N)C. Cell line: MCF7. Synergy scores: CSS=13.8, Synergy_ZIP=18.1, Synergy_Bliss=19.5, Synergy_Loewe=18.3, Synergy_HSA=18.1.